The task is: Predict the reaction yield, written as a fraction of the theoretical maximum amount of product (1.0 means a 100% yield; for example, 0.34 means a 34% yield).. This data is from Reaction yield outcomes from USPTO patents with 853,638 reactions. (1) The yield is 0.120. The reactants are [CH:1]1([C:4]2[C:5]([CH2:18][N:19]3[CH2:24][CH2:23][C:22]([OH:26])([CH3:25])[CH2:21][CH2:20]3)=[CH:6][C:7]([F:17])=[C:8]([CH:16]=2)[C:9]([O:11][C:12]([CH3:15])([CH3:14])[CH3:13])=[O:10])[CH2:3][CH2:2]1.Cl[C:28]1[CH:33]=[C:32]([C:34]([F:37])([F:36])[F:35])[C:31]([Cl:38])=[CH:30][N:29]=1.C[Si]([N-][Si](C)(C)C)(C)C.[Li+]. The catalyst is O1CCCC1.C(OCC)(=O)C. The product is [Cl:38][C:31]1[C:32]([C:34]([F:37])([F:35])[F:36])=[CH:33][C:28]([O:26][C:22]2([CH3:25])[CH2:21][CH2:20][N:19]([CH2:18][C:5]3[C:4]([CH:1]4[CH2:2][CH2:3]4)=[CH:16][C:8]([C:9]([O:11][C:12]([CH3:15])([CH3:14])[CH3:13])=[O:10])=[C:7]([F:17])[CH:6]=3)[CH2:24][CH2:23]2)=[N:29][CH:30]=1. (2) The reactants are [Br:1][C:2]1[CH:10]=[CH:9][C:5]([C:6](O)=[O:7])=[CH:4][C:3]=1[Cl:11].[CH3:12]CN=C=NCCCN(C)C.Cl.C1C=C[C:27]2[N:32]([OH:33])N=NC=2C=1.CCN(C(C)C)C(C)C. The product is [Br:1][C:2]1[CH:10]=[CH:9][C:5]([C:6]([N:32]([O:33][CH3:12])[CH3:27])=[O:7])=[CH:4][C:3]=1[Cl:11]. The catalyst is CN(C=O)C. The yield is 0.940. (3) The reactants are [Cl:1][C:2]1[N:3]=[CH:4][N:5]([C:7]2[CH:12]=[CH:11][C:10]([N+:13]([O-])=O)=[CH:9][C:8]=2[O:16][CH3:17])[CH:6]=1.C(O)C.C(O)(=O)C.[OH-].[Na+]. The catalyst is [Fe].O. The product is [Cl:1][C:2]1[N:3]=[CH:4][N:5]([C:7]2[CH:12]=[CH:11][C:10]([NH2:13])=[CH:9][C:8]=2[O:16][CH3:17])[CH:6]=1. The yield is 0.970. (4) The reactants are [F:1][C:2]([F:19])([C:8]1[CH:13]=[CH:12][C:11]([O:14][CH:15]([CH3:17])[CH3:16])=[CH:10][C:9]=1[CH3:18])[C:3]([O:5]CC)=[O:4].CO.O.[OH-].[Li+]. The catalyst is O1CCCC1. The product is [F:1][C:2]([F:19])([C:8]1[CH:13]=[CH:12][C:11]([O:14][CH:15]([CH3:16])[CH3:17])=[CH:10][C:9]=1[CH3:18])[C:3]([OH:5])=[O:4]. The yield is 0.810. (5) The reactants are C(O[C:9]([NH:11][C:12]1[S:13][CH:14]=[C:15]([C:24]2[N:28]([CH3:29])[N:27]=[C:26]([C:30]([F:33])([F:32])[F:31])[CH:25]=2)[C:16]=1[C:17]([O:19][C:20]([CH3:23])([CH3:22])[CH3:21])=[O:18])=[O:10])C1C=CC=CC=1.CCN([CH:40]([CH3:42])[CH3:41])C(C)C. The catalyst is CN(C1C=CN=CC=1)C.ClCCl. The product is [O:19]1[C:17]2[CH:16]=[CH:12][CH:42]=[CH:40][C:41]=2[CH:21]=[C:20]1[C:9]([NH:11][C:12]1[S:13][CH:14]=[C:15]([C:24]2[N:28]([CH3:29])[N:27]=[C:26]([C:30]([F:33])([F:31])[F:32])[CH:25]=2)[C:16]=1[C:17]([O:19][C:20]([CH3:23])([CH3:22])[CH3:21])=[O:18])=[O:10]. The yield is 0.870.